This data is from Forward reaction prediction with 1.9M reactions from USPTO patents (1976-2016). The task is: Predict the product of the given reaction. (1) The product is: [CH:1]1([S:4]([N:12]2[CH2:17][CH2:16][CH:15]([NH:18][C:19]([NH:21][C:22]3[CH:27]=[CH:26][C:25]([C:28]([F:29])([F:30])[F:31])=[CH:24][CH:23]=3)=[O:20])[CH2:14][CH2:13]2)(=[O:6])=[O:5])[CH2:3][CH2:2]1. Given the reactants [CH:1]1([S:4](Cl)(=[O:6])=[O:5])[CH2:3][CH2:2]1.CS([N:12]1[CH2:17][CH2:16][CH:15]([NH:18][C:19]([NH:21][C:22]2[CH:27]=[CH:26][C:25]([C:28]([F:31])([F:30])[F:29])=[CH:24][CH:23]=2)=[O:20])[CH2:14][CH2:13]1)(=O)=O, predict the reaction product. (2) Given the reactants [C:1](OC(=O)C)(=[O:3])[CH3:2].S(C)C.[Br:11][C:12]1[CH:13]=[C:14]2[C:19](=[CH:20][CH:21]=1)[CH:18]=[C:17]([O:22][CH3:23])[CH:16]=[CH:15]2.C([O-])(O)=O.[Na+].C([O-])([O-])=O.[Na+].[Na+].CI, predict the reaction product. The product is: [Br:11][C:12]1[CH:13]=[C:14]2[C:19](=[CH:20][CH:21]=1)[C:18]([C:1](=[O:3])[CH3:2])=[C:17]([O:22][CH3:23])[CH:16]=[CH:15]2. (3) Given the reactants [NH:1]1[C:9]2[C:4](=[CH:5][CH:6]=[CH:7][CH:8]=2)[C:3]2([C:21]3[C:12](=[CH:13][C:14]4[O:19][CH2:18][CH2:17][O:16][C:15]=4[CH:20]=3)[O:11][CH2:10]2)[C:2]1=[O:22].N1C2C(=CC=CC=2)C2(COC3C=C4C(=CC2=3)CCO4)C1=O.Br[CH2:45][C:46]1[O:47][C:48]([C:51]([F:54])([F:53])[F:52])=[CH:49][CH:50]=1.BrCC1CCCCO1, predict the reaction product. The product is: [F:52][C:51]([F:54])([F:53])[C:48]1[O:47][C:46]([CH2:45][N:1]2[C:9]3[C:4](=[CH:5][CH:6]=[CH:7][CH:8]=3)[C@:3]3([C:21]4[C:12](=[CH:13][C:14]5[O:19][CH2:18][CH2:17][O:16][C:15]=5[CH:20]=4)[O:11][CH2:10]3)[C:2]2=[O:22])=[CH:50][CH:49]=1. (4) Given the reactants [Cl:1][C:2]1[C:3]2[CH:10]=[C:9]([C:11]3[C:20]4[C:15](=[CH:16][CH:17]=[CH:18][CH:19]=4)[CH:14]=[CH:13][CH:12]=3)[N:8](S(C3C=CC=CC=3)(=O)=O)[C:4]=2[N:5]=[CH:6][N:7]=1.[OH-].[Na+], predict the reaction product. The product is: [Cl:1][C:2]1[C:3]2[CH:10]=[C:9]([C:11]3[C:20]4[C:15](=[CH:16][CH:17]=[CH:18][CH:19]=4)[CH:14]=[CH:13][CH:12]=3)[NH:8][C:4]=2[N:5]=[CH:6][N:7]=1. (5) Given the reactants [NH2:1][C:2]1[CH:3]=[CH:4][CH:5]=[C:6]2[C:11]=1[N:10]=[CH:9][CH:8]=[CH:7]2.[N+:12]([C:15]1[CH:20]=[C:19]([F:21])[CH:18]=[CH:17][C:16]=1[S:22](Cl)(=[O:24])=[O:23])([O-:14])=[O:13], predict the reaction product. The product is: [F:21][C:19]1[CH:18]=[CH:17][C:16]([S:22]([NH:1][C:2]2[CH:3]=[CH:4][CH:5]=[C:6]3[C:11]=2[N:10]=[CH:9][CH:8]=[CH:7]3)(=[O:24])=[O:23])=[C:15]([N+:12]([O-:14])=[O:13])[CH:20]=1. (6) Given the reactants FC1C=C(C=CC=1)CN1CCC(COC2C(C3CC3)=CC(C(OC)=O)=C(F)C=2)CC1.[CH:31]1([C:34]2[C:35]([O:45][CH2:46][C@H:47]3[CH2:52][CH2:51][CH2:50][N:49]([CH:53]([C:55]4[CH:60]=[C:59]([Cl:61])[CH:58]=[C:57]([Cl:62])[CH:56]=4)[CH3:54])[CH2:48]3)=[CH:36][C:37]([F:44])=[C:38]([CH:43]=2)[C:39]([O:41]C)=[O:40])[CH2:33][CH2:32]1, predict the reaction product. The product is: [CH:31]1([C:34]2[C:35]([O:45][CH2:46][C@H:47]3[CH2:52][CH2:51][CH2:50][N:49]([CH:53]([C:55]4[CH:60]=[C:59]([Cl:61])[CH:58]=[C:57]([Cl:62])[CH:56]=4)[CH3:54])[CH2:48]3)=[CH:36][C:37]([F:44])=[C:38]([CH:43]=2)[C:39]([OH:41])=[O:40])[CH2:32][CH2:33]1. (7) Given the reactants [Cl:1][C:2]1[C:12]2[O:11][CH2:10][CH2:9][N:8]([CH3:13])[C:7](=[O:14])[C:6]=2[CH:5]=[CH:4][C:3]=1[O:15][C:16]1[CH:17]=[C:18]([CH:29]=[C:30]([O:32][C@@H:33]([CH3:37])[CH2:34][O:35]C)[CH:31]=1)[C:19]([NH:21][C:22]1[CH:26]=[CH:25][N:24]([CH2:27][CH3:28])[N:23]=1)=[O:20].C[Si](I)(C)C.S([O-])([O-])(=O)=S.[Na+].[Na+], predict the reaction product. The product is: [Cl:1][C:2]1[C:12]2[O:11][CH2:10][CH2:9][N:8]([CH3:13])[C:7](=[O:14])[C:6]=2[CH:5]=[CH:4][C:3]=1[O:15][C:16]1[CH:17]=[C:18]([CH:29]=[C:30]([O:32][C@@H:33]([CH3:37])[CH2:34][OH:35])[CH:31]=1)[C:19]([NH:21][C:22]1[CH:26]=[CH:25][N:24]([CH2:27][CH3:28])[N:23]=1)=[O:20]. (8) Given the reactants [CH3:1][C@H:2]([NH:7][C:8]([C:10]1[C:18]2[C:13](=[N:14][CH:15]=[C:16]([C:19]3[S:20][C:21]([C:24](=[O:34])[NH:25][C:26]4[CH:31]=[CH:30][C:29]([I:32])=[CH:28][C:27]=4[Cl:33])=[CH:22][CH:23]=3)[N:17]=2)[N:12](COCC[Si](C)(C)C)[CH:11]=1)=[O:9])[C:3]([CH3:6])([CH3:5])[CH3:4].C[C@H](NC(C1C2C(=NC=C(C3SC(C(=O)NCC)=CC=3)N=2)N(COCC[Si](C)(C)C)C=1)=O)C(C)(C)C, predict the reaction product. The product is: [CH3:1][C@H:2]([NH:7][C:8]([C:10]1[C:18]2[C:13](=[N:14][CH:15]=[C:16]([C:19]3[S:20][C:21]([C:24](=[O:34])[NH:25][C:26]4[CH:31]=[CH:30][C:29]([I:32])=[CH:28][C:27]=4[Cl:33])=[CH:22][CH:23]=3)[N:17]=2)[NH:12][CH:11]=1)=[O:9])[C:3]([CH3:4])([CH3:5])[CH3:6]. (9) Given the reactants O[CH:2]=[C:3]1[C:11]2[C:6](=[CH:7][C:8]([C:12]([C:14]3[CH:15]=[C:16]([NH:20][C:21]([C:23]4[N:24]([C:29]([CH3:32])([CH3:31])[CH3:30])[N:25]=[C:26]([CH3:28])[CH:27]=4)=[O:22])[CH:17]=[CH:18][CH:19]=3)=[O:13])=[CH:9][CH:10]=2)[NH:5][C:4]1=[O:33].[NH2:34][C:35]1[CH:36]=[C:37]([OH:41])[CH:38]=[CH:39][CH:40]=1, predict the reaction product. The product is: [OH:41][C:37]1[CH:36]=[C:35]([NH:34][CH:2]=[C:3]2[C:11]3[C:6](=[CH:7][C:8]([C:12]([C:14]4[CH:15]=[C:16]([NH:20][C:21]([C:23]5[N:24]([C:29]([CH3:31])([CH3:30])[CH3:32])[N:25]=[C:26]([CH3:28])[CH:27]=5)=[O:22])[CH:17]=[CH:18][CH:19]=4)=[O:13])=[CH:9][CH:10]=3)[NH:5][C:4]2=[O:33])[CH:40]=[CH:39][CH:38]=1. (10) Given the reactants Br[C:2]1[N:6]2[CH:7]=[CH:8][N:9]=[C:10](Cl)[C:5]2=[N:4][CH:3]=1.C(OC([N:19]1[CH2:24][CH2:23][CH:22]([NH2:25])[CH2:21][CH2:20]1)=O)(C)(C)C.CS[C:28]1[N:33]=[C:32]([Sn](CCCC)(CCCC)CCCC)[CH:31]=[CH:30][N:29]=1.[CH:47]([NH2:50])([CH3:49])[CH3:48], predict the reaction product. The product is: [CH:47]([NH:50][C:28]1[N:29]=[C:30]([C:2]2[N:6]3[CH:7]=[CH:8][N:9]=[C:10]([NH:25][CH:22]4[CH2:21][CH2:20][NH:19][CH2:24][CH2:23]4)[C:5]3=[N:4][CH:3]=2)[CH:31]=[CH:32][N:33]=1)([CH3:49])[CH3:48].